From a dataset of Forward reaction prediction with 1.9M reactions from USPTO patents (1976-2016). Predict the product of the given reaction. (1) The product is: [C:4]([O:1][CH:2]1[C:30]2[C:25](=[CH:26][CH:27]=[CH:28][CH:29]=2)[O:24][C:4]2([CH2:5][CH2:6][N:7]([C:10]([C:12]3[CH:17]=[CH:16][C:15]([O:18][CH:19]([CH3:20])[CH3:21])=[C:14]([O:22][CH3:23])[CH:13]=3)=[O:11])[CH2:8][CH2:9]2)[CH2:3]1)([CH3:9])([CH3:5])[CH3:3]. Given the reactants [OH:1][CH:2]1[C:30]2[C:25](=[CH:26][CH:27]=[CH:28][CH:29]=2)[O:24][C:4]2([CH2:9][CH2:8][N:7]([C:10]([C:12]3[CH:17]=[CH:16][C:15]([O:18][CH:19]([CH3:21])[CH3:20])=[C:14]([O:22][CH3:23])[CH:13]=3)=[O:11])[CH2:6][CH2:5]2)[CH2:3]1, predict the reaction product. (2) Given the reactants C(OC([N:8]1[CH2:12][C:11](=[N:13][O:14][CH3:15])[CH2:10][C@H:9]1[C:16]([OH:18])=O)=O)(C)(C)C.[C:19]1([C:29]2[CH:34]=[CH:33][CH:32]=[CH:31][CH:30]=2)[CH:24]=[CH:23][C:22]([S:25](Cl)(=[O:27])=[O:26])=[CH:21][CH:20]=1.[NH2:35][CH2:36][CH2:37][CH2:38][CH2:39][OH:40], predict the reaction product. The product is: [C:19]1([C:29]2[CH:34]=[CH:33][CH:32]=[CH:31][CH:30]=2)[CH:24]=[CH:23][C:22]([S:25]([N:8]2[CH2:12][C:11](=[N:13][O:14][CH3:15])[CH2:10][C@H:9]2[C:16]([NH:35][CH2:36][CH2:37][CH2:38][CH2:39][OH:40])=[O:18])(=[O:27])=[O:26])=[CH:21][CH:20]=1. (3) Given the reactants [NH2:1][C:2]1[S:3][C:4]([CH2:9][CH2:10][CH3:11])=[CH:5][C:6]=1[C:7]#[N:8].[CH2:12]([O:14][CH:15](OCC)OCC)[CH3:13], predict the reaction product. The product is: [CH2:9]([C:4]1[S:3][C:2]([N:1]=[CH:15][O:14][CH2:12][CH3:13])=[C:6]([C:7]#[N:8])[CH:5]=1)[CH2:10][CH3:11].